From a dataset of Full USPTO retrosynthesis dataset with 1.9M reactions from patents (1976-2016). Predict the reactants needed to synthesize the given product. (1) Given the product [CH3:1][O:2][CH2:3][CH:4]([N:6]1[C:10]2[N:11]=[CH:12][S:13][C:9]=2[C:8]([C:14]([OH:26])=[O:17])=[C:7]1[CH3:16])[CH3:5], predict the reactants needed to synthesize it. The reactants are: [CH3:1][O:2][CH2:3][CH:4]([N:6]1[C:10]2[N:11]=[CH:12][S:13][C:9]=2[C:8]([C:14]#N)=[C:7]1[CH3:16])[CH3:5].[OH-:17].[Na+].Cl.O1CCCC1.C[OH:26]. (2) Given the product [CH2:1]([O:3][C@@H:4]([CH2:10][C:11]1[CH:16]=[CH:15][C:14]([O:17][CH2:18][CH2:19][CH2:20][CH2:21][C:22]2[CH:23]=[CH:24][C:25]([N+:28]([O-:30])=[O:29])=[CH:26][CH:27]=2)=[CH:13][CH:12]=1)[C:5]([OH:7])=[O:6])[CH3:2], predict the reactants needed to synthesize it. The reactants are: [CH2:1]([O:3][C@@H:4]([CH2:10][C:11]1[CH:16]=[CH:15][C:14]([O:17][CH2:18][CH2:19][CH2:20][CH2:21][C:22]2[CH:27]=[CH:26][C:25]([N+:28]([O-:30])=[O:29])=[CH:24][CH:23]=2)=[CH:13][CH:12]=1)[C:5]([O:7]CC)=[O:6])[CH3:2].[OH-].[Li+]. (3) Given the product [C:12]1([C:2]2[NH:10][C:5]3[C:4]([CH:3]=2)=[CH:9][CH:8]=[CH:7][CH:6]=3)[CH:17]=[CH:16][CH:15]=[CH:14][CH:13]=1, predict the reactants needed to synthesize it. The reactants are: Cl[C:2](Cl)=[CH:3][C:4]1[CH:9]=[CH:8][CH:7]=[CH:6][C:5]=1[NH2:10].[C:12]1(B(O)O)[CH:17]=[CH:16][CH:15]=[CH:14][CH:13]=1.[O-]P([O-])([O-])=O.[K+].[K+].[K+].O.COC1C=CC=C(OC)C=1C1C=CC=CC=1P(C1CCCCC1)C1CCCCC1. (4) Given the product [CH2:1]([O:3][C:4](=[O:28])[C:5]([NH:19][C:20]1[CH:25]=[CH:24][C:23]([C:26]#[N:27])=[CH:22][CH:21]=1)([C:10]1[CH:11]=[C:12]([CH3:18])[C:13]([O:17][CH3:29])=[C:14]([CH3:16])[CH:15]=1)[C:6]([F:9])([F:8])[F:7])[CH3:2], predict the reactants needed to synthesize it. The reactants are: [CH2:1]([O:3][C:4](=[O:28])[C:5]([NH:19][C:20]1[CH:25]=[CH:24][C:23]([C:26]#[N:27])=[CH:22][CH:21]=1)([C:10]1[CH:15]=[C:14]([CH3:16])[C:13]([OH:17])=[C:12]([CH3:18])[CH:11]=1)[C:6]([F:9])([F:8])[F:7])[CH3:2].[C:29](=O)([O-])[O-].[K+].[K+].CI.C(OCC)(=O)C.